This data is from Full USPTO retrosynthesis dataset with 1.9M reactions from patents (1976-2016). The task is: Predict the reactants needed to synthesize the given product. (1) Given the product [F:26][C:23]1[CH:22]=[CH:21][C:20]([N:19]2[C:10]3=[C:11]4[C:15](=[C:6]5[N:5]([CH3:27])[CH:4]=[CH:3][C:2]([NH:1][C:69](=[O:70])[CH2:68][CH2:67][N:61]6[CH2:66][CH2:65][CH2:64][CH2:63][CH2:62]6)=[C:7]5[CH:8]=[CH:9]3)[C:14](=[O:16])[NH:13][C:12]4=[CH:17][CH2:18]2)=[CH:25][CH:24]=1, predict the reactants needed to synthesize it. The reactants are: [NH2:1][C:2]1[CH:3]=[CH:4][N:5]([CH3:27])[C:6]2[C:7]=1[CH:8]=[CH:9][C:10]1[N:19]([C:20]3[CH:25]=[CH:24][C:23]([F:26])=[CH:22][CH:21]=3)[CH2:18][CH:17]=[C:12]3[NH:13][C:14](=[O:16])[C:15]=2[C:11]=13.C(N(CC)C(C)C)(C)C.CN(C(ON1N=NC2C=CC=NC1=2)=[N+](C)C)C.F[P-](F)(F)(F)(F)F.[N:61]1([CH2:67][CH2:68][C:69](O)=[O:70])[CH2:66][CH2:65][CH2:64][CH2:63][CH2:62]1. (2) Given the product [C:2]([O:3][C@H:2]1[C@H:4]([O:5][C:4](=[O:5])[CH3:6])[C@@H:6]([CH2:8][O:9][C:22](=[O:24])[CH3:23])[O:7][C@H:1]1[N:10]1[CH:15]=[CH:14][C:13](=[O:16])[NH:12][C:11]1=[O:17])(=[O:3])[CH3:1], predict the reactants needed to synthesize it. The reactants are: [C@@H:1]1([N:10]2[CH:15]=[CH:14][C:13](=[O:16])[NH:12][C:11]2=[O:17])[O:7][C@H:6]([CH2:8][OH:9])[C@@H:4]([OH:5])[C@@H:2]1[OH:3].C(O[C:22](=[O:24])[CH3:23])(=O)C. (3) Given the product [CH2:24]([N:19]1[C:20]2[C@@:15]([CH3:27])([C@H:14]3[CH2:13][CH2:12][C@@:11]4([CH3:28])[C@@H:10]([CH2:9][CH:8]=[C:7]4[C:36]4[CH:41]=[CH:40][CH:39]=[CH:38][N:37]=4)[C@@H:23]3[CH2:22][CH:21]=2)[CH2:16][CH2:17][C:18]1=[O:26])[CH3:25], predict the reactants needed to synthesize it. The reactants are: FC(F)(F)S(O[C:7]1[C@@:11]2([CH3:28])[CH2:12][CH2:13][C@H:14]3[C@H:23]([C@@H:10]2[CH2:9][CH:8]=1)[CH2:22][CH:21]=[C:20]1[C@:15]3([CH3:27])[CH2:16][CH2:17][C:18](=[O:26])[N:19]1[CH2:24][CH3:25])(=O)=O.C([Sn](CCCC)(CCCC)[C:36]1[CH:41]=[CH:40][CH:39]=[CH:38][N:37]=1)CCC. (4) Given the product [CH3:4][C:5]1[C:10]([N:11]2[CH:15]=[N:14][N:13]=[N:12]2)=[CH:9][N:8]=[C:7]([CH2:16][C:17]([OH:19])=[O:18])[CH:6]=1, predict the reactants needed to synthesize it. The reactants are: O.[OH-].[Li+].[CH3:4][C:5]1[C:10]([N:11]2[CH:15]=[N:14][N:13]=[N:12]2)=[CH:9][N:8]=[C:7]([CH2:16][C:17]([O:19]C)=[O:18])[CH:6]=1.Cl. (5) Given the product [CH2:1]([C:5]1[N:6]([CH3:19])[C:7]2[C:16]3[CH:15]=[C:14]([O:17][CH2:41][CH2:42][CH2:43][CH2:44][C:45]([N:47]4[CH2:52][CH2:51][O:50][CH2:49][CH2:48]4)=[O:46])[CH:13]=[CH:12][C:11]=3[N:10]=[CH:9][C:8]=2[N:18]=1)[CH2:2][CH2:3][CH3:4], predict the reactants needed to synthesize it. The reactants are: [CH2:1]([C:5]1[N:6]([CH3:19])[C:7]2[C:16]3[CH:15]=[C:14]([OH:17])[CH:13]=[CH:12][C:11]=3[N:10]=[CH:9][C:8]=2[N:18]=1)[CH2:2][CH2:3][CH3:4].C(C1N(CC(C)C)C2C3C=CC(O)=CC=3N=CC=2N=1)C.Br[CH2:41][CH2:42][CH2:43][CH2:44][C:45]([N:47]1[CH2:52][CH2:51][O:50][CH2:49][CH2:48]1)=[O:46].BrCC(N1CCOCC1)=O.C(=O)([O-])[O-].[Cs+].[Cs+]. (6) Given the product [CH3:3][CH:2]([CH:4]1[NH:28][C:26](=[O:27])[CH:25]([CH2:29][CH2:30][CH2:31][CH2:32][NH2:33])[NH:24][C:22](=[O:23])[CH:21]([CH2:34][C:35]2[C:43]3[C:38](=[CH:39][CH:40]=[CH:41][CH:42]=3)[NH:37][CH:36]=2)[NH:20][C:18](=[O:19])[CH:17]([CH2:44][C:45]2[CH:46]=[CH:47][C:48]([OH:51])=[CH:49][CH:50]=2)[NH:16][C:14](=[O:15])[CH:13]([NH:52][C:53]([CH:55]([NH2:67])[CH2:56][C:57]2[CH:66]=[CH:65][C:64]3[C:59](=[CH:60][CH:61]=[CH:62][CH:63]=3)[CH:58]=2)=[O:54])[CH2:12][S:11][S:10][CH2:9][CH:8]([C:68]([NH:70][CH:71]([C:75]([NH2:77])=[O:76])[CH:72]([OH:74])[CH3:73])=[O:69])[NH:7][C:5]1=[O:6])[CH3:1].[CH3:78][CH2:79][NH:80][C:81]([N:83]([C:90]([C@H:92]1[CH2:107][N:106]([CH2:108][CH:109]=[CH2:110])[C@H:105]2[C@@H:94]([C:95]3[C:100]4[C:101]([CH2:104]2)=[CH:102][NH:103][C:99]=4[CH:98]=[CH:97][CH:96]=3)[CH2:93]1)=[O:91])[CH2:84][CH2:85][CH2:86][N:87]([CH3:89])[CH3:88])=[O:82], predict the reactants needed to synthesize it. The reactants are: [CH3:1][CH:2]([CH:4]1[NH:28][C:26](=[O:27])[CH:25]([CH2:29][CH2:30][CH2:31][CH2:32][NH2:33])[NH:24][C:22](=[O:23])[CH:21]([CH2:34][C:35]2[C:43]3[C:38](=[CH:39][CH:40]=[CH:41][CH:42]=3)[NH:37][CH:36]=2)[NH:20][C:18](=[O:19])[CH:17]([CH2:44][C:45]2[CH:50]=[CH:49][C:48]([OH:51])=[CH:47][CH:46]=2)[NH:16][C:14](=[O:15])[CH:13]([NH:52][C:53]([CH:55]([NH2:67])[CH2:56][C:57]2[CH:66]=[CH:65][C:64]3[C:59](=[CH:60][CH:61]=[CH:62][CH:63]=3)[CH:58]=2)=[O:54])[CH2:12][S:11][S:10][CH2:9][CH:8]([C:68]([NH:70][CH:71]([C:75]([NH2:77])=[O:76])[CH:72]([OH:74])[CH3:73])=[O:69])[NH:7][C:5]1=[O:6])[CH3:3].[CH3:78][CH2:79][NH:80][C:81]([N:83]([C:90]([C@H:92]1[CH2:107][N:106]([CH2:108][CH:109]=[CH2:110])[C@H:105]2[C@@H:94]([C:95]3[C:100]4[C:101]([CH2:104]2)=[CH:102][NH:103][C:99]=4[CH:98]=[CH:97][CH:96]=3)[CH2:93]1)=[O:91])[CH2:84][CH2:85][CH2:86][N:87]([CH3:89])[CH3:88])=[O:82].